From a dataset of Forward reaction prediction with 1.9M reactions from USPTO patents (1976-2016). Predict the product of the given reaction. (1) Given the reactants FC(F)(F)S(O[C:7]1[CH:12]=[CH:11][C:10]([N+:13]([O-:15])=[O:14])=[CH:9][C:8]=1[C@@:16]1([CH3:41])[N:21]=[C:20]([N:22]([C:30]([O:32][C:33]([CH3:36])([CH3:35])[CH3:34])=[O:31])[C:23]([O:25][C:26]([CH3:29])([CH3:28])[CH3:27])=[O:24])[C:19]([CH3:38])([CH3:37])[S:18](=[O:40])(=[O:39])[CH2:17]1)(=O)=O.O(C1C=CC=CC=1P(C1C=CC=CC=1)C1C=CC=CC=1)[C:45]1[CH:50]=CC=C[C:46]=1P(C1C=CC=CC=1)C1C=CC=CC=1.C([Sn](CCCC)(CCCC)CCCC)C=C, predict the reaction product. The product is: [C:26]([O:25][C:23](=[O:24])[N:22]([C:20]1[C:19]([CH3:37])([CH3:38])[S:18](=[O:40])(=[O:39])[CH2:17][C@:16]([C:8]2[CH:9]=[C:10]([N+:13]([O-:15])=[O:14])[CH:11]=[CH:12][C:7]=2[CH2:50][CH:45]=[CH2:46])([CH3:41])[N:21]=1)[C:30]([O:32][C:33]([CH3:34])([CH3:35])[CH3:36])=[O:31])([CH3:29])([CH3:28])[CH3:27]. (2) Given the reactants [N:1]1([C:7]([C@@H:9]([N:13]2[CH2:17][CH2:16][C@H:15]([NH:18][C:19](=[O:25])[O:20][C:21]([CH3:24])([CH3:23])[CH3:22])[C:14]2=[O:26])[CH2:10][CH:11]=O)=[O:8])[CH2:6][CH2:5][O:4][CH2:3][CH2:2]1.[CH3:27][NH:28][CH3:29].C1COCC1, predict the reaction product. The product is: [CH3:27][N:28]([CH3:29])[CH2:11][CH2:10][C@H:9]([N:13]1[CH2:17][CH2:16][C@H:15]([NH:18][C:19](=[O:25])[O:20][C:21]([CH3:23])([CH3:22])[CH3:24])[C:14]1=[O:26])[C:7]([N:1]1[CH2:2][CH2:3][O:4][CH2:5][CH2:6]1)=[O:8]. (3) Given the reactants [NH2:1][C:2]1[CH:3]=[CH:4][C:5]([O:16][C:17]2[CH:22]=[CH:21][CH:20]=[CH:19][CH:18]=2)=[C:6]([C:8]2[CH:9]=[CH:10][C:11](=[O:15])[N:12]([CH3:14])[CH:13]=2)[CH:7]=1.Br[C:24]1[CH:29]=[CH:28][CH:27]=[CH:26][N:25]=1.C1(P(C2CCCCC2)C2C=CC=CC=2C2C(N(C)C)=CC=CC=2)CCCCC1.C([O-])([O-])=O.[Cs+].[Cs+], predict the reaction product. The product is: [CH3:14][N:12]1[CH:13]=[C:8]([C:6]2[CH:7]=[C:2]([NH:1][C:24]3[CH:29]=[CH:28][CH:27]=[CH:26][N:25]=3)[CH:3]=[CH:4][C:5]=2[O:16][C:17]2[CH:18]=[CH:19][CH:20]=[CH:21][CH:22]=2)[CH:9]=[CH:10][C:11]1=[O:15]. (4) Given the reactants P(Cl)(Cl)([Cl:3])=O.CN(C)[CH:8]=[O:9].[Si]([O:18][CH:19]1[CH2:24][CH2:23][C:22](=O)[CH2:21][CH2:20]1)(C(C)(C)C)(C)C, predict the reaction product. The product is: [Cl:3][C:22]1[CH2:23][CH2:24][CH:19]([OH:18])[CH2:20][C:21]=1[CH:8]=[O:9]. (5) Given the reactants C([O:4][C:5]1[CH:10]=[CH:9][CH:8]=[C:7]([Br:11])[CH:6]=1)C=C.N([C:17]1[CH:22]=CC=C[CH:18]=1)(CC)CC, predict the reaction product. The product is: [CH2:22]([C:6]1[C:7]([Br:11])=[CH:8][CH:9]=[CH:10][C:5]=1[OH:4])[CH:17]=[CH2:18].[CH2:22]([C:10]1[CH:9]=[CH:8][C:7]([Br:11])=[CH:6][C:5]=1[OH:4])[CH:17]=[CH2:18]. (6) Given the reactants C(OC([N:8]1[CH2:16][C:15]2[C:10](=[CH:11][CH:12]=[C:13]([C:17]([N:19]3[CH2:24][CH2:23][O:22][CH2:21][CH2:20]3)=[O:18])[CH:14]=2)[CH2:9]1)=O)(C)(C)C.[C:25]([OH:31])([C:27]([F:30])([F:29])[F:28])=[O:26], predict the reaction product. The product is: [F:28][C:27]([F:30])([F:29])[C:25]([OH:31])=[O:26].[N:19]1([C:17]([C:13]2[CH:14]=[C:15]3[C:10](=[CH:11][CH:12]=2)[CH2:9][NH:8][CH2:16]3)=[O:18])[CH2:24][CH2:23][O:22][CH2:21][CH2:20]1. (7) Given the reactants [NH2:1][C@@H:2]1[CH2:7][CH2:6][CH2:5][C@H:4]([C:8]([OH:10])=[O:9])[CH2:3]1.C(Cl)Cl.CC#N.[C:17]1([C:23](Cl)([C:30]2[CH:35]=[CH:34][CH:33]=[CH:32][CH:31]=2)[C:24]2[CH:29]=[CH:28][CH:27]=[CH:26][CH:25]=2)[CH:22]=[CH:21][CH:20]=[CH:19][CH:18]=1, predict the reaction product. The product is: [C:23]([NH:1][C@@H:2]1[CH2:7][CH2:6][CH2:5][C@H:4]([C:8]([OH:10])=[O:9])[CH2:3]1)([C:17]1[CH:22]=[CH:21][CH:20]=[CH:19][CH:18]=1)([C:30]1[CH:31]=[CH:32][CH:33]=[CH:34][CH:35]=1)[C:24]1[CH:25]=[CH:26][CH:27]=[CH:28][CH:29]=1.